Predict the reactants needed to synthesize the given product. From a dataset of Full USPTO retrosynthesis dataset with 1.9M reactions from patents (1976-2016). (1) The reactants are: [NH2:1][C:2]1[NH:6][N:5]=[C:4]([CH3:7])[C:3]=1[C:8]1[S:9][C:10]2[CH:16]=[C:15]([S:17](Cl)(=[O:19])=[O:18])[CH:14]=[CH:13][C:11]=2[N:12]=1.[CH2:21]([NH2:28])[C:22]1[CH:27]=[CH:26][CH:25]=[CH:24][CH:23]=1.CN1CCOCC1. Given the product [CH2:21]([NH:28][S:17]([C:15]1[CH:14]=[CH:13][C:11]2[N:12]=[C:8]([C:3]3[C:4]([CH3:7])=[N:5][NH:6][C:2]=3[NH2:1])[S:9][C:10]=2[CH:16]=1)(=[O:19])=[O:18])[C:22]1[CH:27]=[CH:26][CH:25]=[CH:24][CH:23]=1, predict the reactants needed to synthesize it. (2) Given the product [CH3:51][C:52]1[CH:57]=[CH:56][N:55]=[CH:54][C:53]=1[O:58][CH:59]1[CH2:64][CH2:63][N:62]([C:25](=[O:27])[CH2:24][NH:23][C:21]([C:18]2[CH:17]=[C:16]([C:10]3[CH:11]=[CH:12][CH:13]=[CH:14][CH:15]=3)[NH:20][N:19]=2)=[O:22])[CH2:61][CH2:60]1, predict the reactants needed to synthesize it. The reactants are: CCN(C(C)C)C(C)C.[C:10]1([C:16]2[NH:20][N:19]=[C:18]([C:21]([NH:23][CH2:24][C:25]([OH:27])=O)=[O:22])[CH:17]=2)[CH:15]=[CH:14][CH:13]=[CH:12][CH:11]=1.C1C=CC2N(O)N=NC=2C=1.CCN=C=NCCCN(C)C.Cl.Cl.[CH3:51][C:52]1[CH:57]=[CH:56][N:55]=[CH:54][C:53]=1[O:58][CH:59]1[CH2:64][CH2:63][NH:62][CH2:61][CH2:60]1.Cl.ClC1C=CC=CC=1OC1CCNCC1. (3) Given the product [C:35]([C:38]1[CH:43]=[C:42]([O:44][C:45]2[CH:50]=[CH:49][C:48]([NH:51][C:52]3[N:68]=[CH:67][CH:66]=[CH:65][C:53]=3[C:54]([NH:56][C:57]3[CH:62]=[CH:61][C:60]([Cl:70])=[CH:59][CH:58]=3)=[O:55])=[CH:47][C:46]=2[F:69])[CH:41]=[CH:40][N:39]=1)(=[O:37])[NH2:36], predict the reactants needed to synthesize it. The reactants are: Cl.NC1C=C(OC2C=CC(NC3N=CC=CC=3C(NC3C=CC(F)=CC=3F)=O)=CC=2F)C=CN=1.[C:35]([C:38]1[CH:43]=[C:42]([O:44][C:45]2[CH:50]=[CH:49][C:48]([NH:51][C:52]3[N:68]=[CH:67][CH:66]=[CH:65][C:53]=3[C:54]([NH:56][C:57]3[CH:62]=[CH:61][C:60](F)=[CH:59][C:58]=3F)=[O:55])=[CH:47][C:46]=2[F:69])[CH:41]=[CH:40][N:39]=1)(=[O:37])[NH2:36].[Cl:70]C1N=CC=CC=1C(NC1C=CC(Cl)=CC=1)=O.